Predict the product of the given reaction. From a dataset of Forward reaction prediction with 1.9M reactions from USPTO patents (1976-2016). (1) Given the reactants [Cl:1][C:2]1[CH:3]=[C:4]([NH:9][C:10]2[C:19]3[C:14](=[CH:15][C:16]([O:25][CH3:26])=[C:17]([O:20][CH2:21][CH2:22][CH2:23]Cl)[CH:18]=3)[N:13]=[CH:12][N:11]=2)[CH:5]=[CH:6][C:7]=1[F:8].C([O-])([O-])=O.[K+].[K+].[CH2:33]([N:35]1[CH2:40][CH2:39][CH2:38][CH:37]2[CH2:41][NH:42][CH2:43][CH:36]12)[CH3:34], predict the reaction product. The product is: [Cl:1][C:2]1[CH:3]=[C:4]([NH:9][C:10]2[C:19]3[C:14](=[CH:15][C:16]([O:25][CH3:26])=[C:17]([O:20][CH2:21][CH2:22][CH2:23][N:42]4[CH2:41][CH:37]5[CH:36]([N:35]([CH2:33][CH3:34])[CH2:40][CH2:39][CH2:38]5)[CH2:43]4)[CH:18]=3)[N:13]=[CH:12][N:11]=2)[CH:5]=[CH:6][C:7]=1[F:8]. (2) Given the reactants [F:1][C:2]1[CH:3]=[C:4]2[C:9](=[CH:10][CH:11]=1)[N:8]=[CH:7][CH:6]=[C:5]2[CH:12]1[CH2:17][CH2:16][C:15](=O)[CH2:14][CH2:13]1.C([O-])(=O)C.[NH4+].C([BH3-])#[N:25].[Na+], predict the reaction product. The product is: [F:1][C:2]1[CH:3]=[C:4]2[C:9](=[CH:10][CH:11]=1)[N:8]=[CH:7][CH:6]=[C:5]2[C@H:12]1[CH2:17][CH2:16][C@H:15]([NH2:25])[CH2:14][CH2:13]1.